The task is: Regression/Classification. Given a drug SMILES string, predict its absorption, distribution, metabolism, or excretion properties. Task type varies by dataset: regression for continuous measurements (e.g., permeability, clearance, half-life) or binary classification for categorical outcomes (e.g., BBB penetration, CYP inhibition). Dataset: bbb_martins.. This data is from Blood-brain barrier penetration binary classification data from Martins et al.. (1) The drug is CC1(C)O[C@@H]2C[C@H]3C4CCC5CC(=O)CCC5(C)[C@@]4(F)[C@@H](O)CC3(C)[C@]2(C(=O)CO)O1. The result is 1 (penetrates BBB). (2) The molecule is CCCCCCC. The result is 1 (penetrates BBB). (3) The molecule is CCCN(CCC)C(=O)Cc1c(-c2ccc(Cl)cc2)nc2ccc(Cl)cn12. The result is 1 (penetrates BBB). (4) The molecule is CCCC(=O)c1ccc2c(c1)N(CCCN1CCN(C)CC1)c1ccccc1S2. The result is 1 (penetrates BBB). (5) The drug is COCC1=C(C(=O)[O-])N2C(=O)[C@@H](NC(=O)/C(=N\OC)c3csc(N)n3)[C@H]2SC1.[Na+]. The result is 0 (does not penetrate BBB). (6) The drug is Cc1cccc2c1Oc1ccccc1[C@@]1(O)CCNC[C@H]21. The result is 1 (penetrates BBB). (7) The drug is CCCCCCCCCC(=O)N[C@H]1[C@H](Oc2c3cc4cc2Oc2ccc(cc2Cl)[C@@H](O[C@@H]2O[C@H](CO)[C@@H](O)[C@H](O)[C@H]2NC(C)=O)[C@@H]2NC(=O)[C@H](NC(=O)[C@@H]4NC(=O)[C@H]4NC(=O)[C@@H](Cc5ccc(c(Cl)c5)O3)NC(=O)[C@H](N)c3ccc(O)c(c3)Oc3cc(O)cc4c3)c3ccc(O)c(c3)-c3c(O[C@H]4O[C@H](CO)[C@@H](O)[C@H](O)[C@@H]4O)cc(O)cc3[C@H](C(=O)O)NC2=O)O[C@H](CO)[C@@H](O)[C@@H]1O. The result is 0 (does not penetrate BBB).